This data is from Full USPTO retrosynthesis dataset with 1.9M reactions from patents (1976-2016). The task is: Predict the reactants needed to synthesize the given product. (1) Given the product [CH2:20]([S:17]([C:9]1[CH:10]=[C:11]2[C:6](=[CH:7][C:8]=1[O:22][CH3:23])[N:5]=[C:4]([C:24]1[CH:29]=[CH:28][CH:27]=[C:26]([C:30]([F:33])([F:32])[F:31])[CH:25]=1)[C:3]([CH2:2][N:34]1[CH2:39][CH2:38][CH:37]([N:40]3[CH2:45][CH2:44][O:43][CH2:42][CH2:41]3)[CH2:36][CH2:35]1)=[C:12]2[C:13]([O:15][CH3:16])=[O:14])(=[O:18])=[O:19])[CH3:21], predict the reactants needed to synthesize it. The reactants are: Br[CH2:2][C:3]1[C:4]([C:24]2[CH:29]=[CH:28][CH:27]=[C:26]([C:30]([F:33])([F:32])[F:31])[CH:25]=2)=[N:5][C:6]2[C:11]([C:12]=1[C:13]([O:15][CH3:16])=[O:14])=[CH:10][C:9]([S:17]([CH2:20][CH3:21])(=[O:19])=[O:18])=[C:8]([O:22][CH3:23])[CH:7]=2.[NH:34]1[CH2:39][CH2:38][CH:37]([N:40]2[CH2:45][CH2:44][O:43][CH2:42][CH2:41]2)[CH2:36][CH2:35]1. (2) The reactants are: C(OC([N:8]1[CH2:13][CH2:12][N:11]([C:14]2[CH:15]=[N:16][C:17]([S:20]([CH3:23])(=[O:22])=[O:21])=[CH:18][CH:19]=2)[CH2:10][CH2:9]1)=O)(C)(C)C.C(O)(C(F)(F)F)=O. Given the product [CH3:23][S:20]([C:17]1[N:16]=[CH:15][C:14]([N:11]2[CH2:12][CH2:13][NH:8][CH2:9][CH2:10]2)=[CH:19][CH:18]=1)(=[O:22])=[O:21], predict the reactants needed to synthesize it. (3) Given the product [I:9][C:4]1[NH:3][C:2]([CH3:1])=[N:6][C:5]=1[C:7]#[N:8], predict the reactants needed to synthesize it. The reactants are: [CH3:1][C:2]1[NH:3][CH:4]=[C:5]([C:7]#[N:8])[N:6]=1.[I:9]N1C(=O)CCC1=O.